From a dataset of HIV replication inhibition screening data with 41,000+ compounds from the AIDS Antiviral Screen. Binary Classification. Given a drug SMILES string, predict its activity (active/inactive) in a high-throughput screening assay against a specified biological target. (1) The molecule is CC(=NNC(N)=S)c1ccc2c(c1)OCO2. The result is 0 (inactive). (2) The compound is CCOC(=O)C(=Cc1ccc(OC)cc1)N(CC)CC. The result is 0 (inactive). (3) The molecule is C=CCOC1=C(OC(C)=O)C(=O)OC1C1COC(C)(C)O1. The result is 0 (inactive).